From a dataset of Forward reaction prediction with 1.9M reactions from USPTO patents (1976-2016). Predict the product of the given reaction. (1) Given the reactants [CH3:1][Si](C=[N+]=[N-])(C)C.[OH:8][C:9]1[CH:10]=[C:11]2[C:16](=[CH:17][CH:18]=1)[C:15]([C:19]([OH:21])=[O:20])=[CH:14][CH:13]=[CH:12]2, predict the reaction product. The product is: [OH:8][C:9]1[CH:10]=[C:11]2[C:16](=[CH:17][CH:18]=1)[C:15]([C:19]([O:21][CH3:1])=[O:20])=[CH:14][CH:13]=[CH:12]2. (2) Given the reactants N1C2C(=CC=C(C(C3C=CC=CC=3)CCN)C=2)C=C1.[CH3:20][O:21][C:22](=[O:42])[NH:23][CH2:24][CH2:25][CH:26]([C:33]1[CH:41]=[CH:40][CH:39]=[C:38]2[C:34]=1[CH:35]=[CH:36][NH:37]2)[C:27]1[CH:32]=[CH:31][CH:30]=[CH:29][CH:28]=1, predict the reaction product. The product is: [CH3:20][O:21][C:22](=[O:42])[NH:23][CH2:24][CH2:25][CH:26]([C:33]1[CH:34]=[C:38]2[C:39]([CH:35]=[CH:36][NH:37]2)=[CH:40][CH:41]=1)[C:27]1[CH:32]=[CH:31][CH:30]=[CH:29][CH:28]=1.